Dataset: Forward reaction prediction with 1.9M reactions from USPTO patents (1976-2016). Task: Predict the product of the given reaction. (1) The product is: [OH:5][C:4]1[CH:3]=[C:2]([O:10][S:18]([C:13]2[CH:14]=[CH:15][CH:16]=[CH:17][C:12]=2[Cl:11])(=[O:20])=[O:19])[CH:9]=[C:7]([CH3:8])[CH:6]=1. Given the reactants O.[C:2]1([OH:10])[CH:9]=[C:7]([CH3:8])[CH:6]=[C:4]([OH:5])[CH:3]=1.[Cl:11][C:12]1[CH:17]=[CH:16][CH:15]=[CH:14][C:13]=1[S:18](Cl)(=[O:20])=[O:19], predict the reaction product. (2) Given the reactants [CH3:1][C@H:2]([O:6][C:7]1[NH:8][C:9]([NH2:18])=[C:10]2[C:14]([N:15]=1)=[N:13][C:12]([O:16][CH3:17])=[N:11]2)[CH2:3][CH2:4][CH3:5].C(=O)([O-])[O-].[K+].[K+].Br[CH2:26][CH2:27][CH2:28][CH2:29][Cl:30], predict the reaction product. The product is: [Cl:30][CH2:29][CH2:28][CH2:27][CH2:26][N:13]1[C:12]([O:16][CH3:17])=[N:11][C:10]2[C:14]1=[N:15][C:7]([O:6][C@@H:2]([CH3:1])[CH2:3][CH2:4][CH3:5])=[N:8][C:9]=2[NH2:18]. (3) Given the reactants [CH:1]1([CH2:7][C:8]([NH:10][C@@H:11]([C:33]([CH3:36])([CH3:35])[CH3:34])[C:12]([N:14]2[C@H:29]([C:30]([OH:32])=O)[CH2:28][C@@:16]3([O:20][C:19](=[O:21])[N:18]([C:22]4[CH:27]=[CH:26][CH:25]=[CH:24][CH:23]=4)[CH2:17]3)[CH2:15]2)=[O:13])=[O:9])[CH2:6][CH2:5][CH2:4][CH2:3][CH2:2]1.[NH2:37][C@@H:38]([CH2:47][CH2:48][CH3:49])[CH:39]([OH:46])[C:40]([NH:42][CH:43]1[CH2:45][CH2:44]1)=[O:41], predict the reaction product. The product is: [CH:1]1([CH2:7][C:8]([NH:10][C@@H:11]([C:33]([CH3:35])([CH3:36])[CH3:34])[C:12]([N:14]2[C@H:29]([C:30]([NH:37][C@@H:38]([CH2:47][CH2:48][CH3:49])[CH:39]([OH:46])[C:40]([NH:42][CH:43]3[CH2:44][CH2:45]3)=[O:41])=[O:32])[CH2:28][C@@:16]3([O:20][C:19](=[O:21])[N:18]([C:22]4[CH:27]=[CH:26][CH:25]=[CH:24][CH:23]=4)[CH2:17]3)[CH2:15]2)=[O:13])=[O:9])[CH2:2][CH2:3][CH2:4][CH2:5][CH2:6]1. (4) Given the reactants [CH2:1]([NH:3][CH2:4][CH3:5])[CH3:2].[CH3:6]CN(CC)CC.[Cl-].[CH2:14]1[CH2:18][O:17][CH2:16][CH2:15]1, predict the reaction product. The product is: [CH2:1]([N:3]([CH2:4][CH3:5])[C:16]([CH:15]1[CH2:14][CH2:18][CH2:6]1)=[O:17])[CH3:2]. (5) The product is: [CH2:1]([C@@H:8]1[CH2:13][N:12]2[CH2:14][C@@H:15]([O:18][S:45]([CH3:44])(=[O:47])=[O:46])[CH2:16][CH2:17][C@@H:11]2[CH2:10][N:9]1[C:19](=[O:20])[C:21]1[CH:26]=[C:25]([C:27]([F:28])([F:29])[F:30])[CH:24]=[C:23]([C:31]([F:34])([F:32])[F:33])[CH:22]=1)[C:2]1[CH:7]=[CH:6][CH:5]=[CH:4][CH:3]=1. Given the reactants [CH2:1]([C@@H:8]1[CH2:13][N:12]2[CH2:14][C@@H:15]([OH:18])[CH2:16][CH2:17][C@@H:11]2[CH2:10][N:9]1[C:19]([C:21]1[CH:26]=[C:25]([C:27]([F:30])([F:29])[F:28])[CH:24]=[C:23]([C:31]([F:34])([F:33])[F:32])[CH:22]=1)=[O:20])[C:2]1[CH:7]=[CH:6][CH:5]=[CH:4][CH:3]=1.C(N(C(C)C)CC)(C)C.[CH3:44][S:45](Cl)(=[O:47])=[O:46], predict the reaction product. (6) Given the reactants [H-].[Na+].O1CCCC1.[CH3:8][O:9][C:10](=[O:30])[C:11]1[CH:16]=[CH:15][CH:14]=[CH:13][C:12]=1[CH2:17][S:18][C:19]1[NH:20][C:21]2[CH:27]=[C:26]([CH3:28])[C:25]([CH3:29])=[CH:24][C:22]=2[N:23]=1.Cl[CH2:32][C:33]1[C:42]2[C:37](=[CH:38][CH:39]=[CH:40][CH:41]=2)[CH:36]=[CH:35][CH:34]=1, predict the reaction product. The product is: [CH3:8][O:9][C:10](=[O:30])[C:11]1[CH:16]=[CH:15][CH:14]=[CH:13][C:12]=1[CH2:17][S:18][C:19]1[N:20]([CH2:32][C:33]2[C:42]3[C:37](=[CH:38][CH:39]=[CH:40][CH:41]=3)[CH:36]=[CH:35][CH:34]=2)[C:21]2[CH:27]=[C:26]([CH3:28])[C:25]([CH3:29])=[CH:24][C:22]=2[N:23]=1. (7) Given the reactants [CH3:1][O:2][C:3]1[CH:12]=[C:11]2[C:6]([CH:7]=[C:8](B(O)O)[CH:9]=[N:10]2)=[CH:5][C:4]=1[C:16]1[N:17]=[N:18][C:19]([N:22]([CH3:33])[CH:23]2[CH2:28][C:27]([CH3:30])([CH3:29])[NH:26][C:25]([CH3:32])([CH3:31])[CH2:24]2)=[CH:20][CH:21]=1.[NH:34]1[CH:38]=[CH:37][N:36]=[CH:35]1.CN(C)CCN(C)C.[OH-].[NH4+], predict the reaction product. The product is: [N:34]1([C:8]2[CH:9]=[N:10][C:11]3[C:6]([CH:7]=2)=[CH:5][C:4]([C:16]2[N:17]=[N:18][C:19]([N:22]([CH3:33])[CH:23]4[CH2:28][C:27]([CH3:30])([CH3:29])[NH:26][C:25]([CH3:31])([CH3:32])[CH2:24]4)=[CH:20][CH:21]=2)=[C:3]([O:2][CH3:1])[CH:12]=3)[CH:38]=[CH:37][N:36]=[CH:35]1. (8) Given the reactants [CH3:1][Mg]Cl.[CH3:4][C:5]([C:7]1[CH:12]=[CH:11][CH:10]=[C:9]([I:13])[CH:8]=1)=[O:6], predict the reaction product. The product is: [I:13][C:9]1[CH:8]=[C:7]([C:5]([OH:6])([CH3:1])[CH3:4])[CH:12]=[CH:11][CH:10]=1.